This data is from Catalyst prediction with 721,799 reactions and 888 catalyst types from USPTO. The task is: Predict which catalyst facilitates the given reaction. (1) Reactant: [CH2:1]([O:3][C:4]([CH:6]1[CH2:23][N:10]2[CH2:11][CH2:12][C:13]3[C:18]([CH:9]2[CH2:8][C:7]1=O)=[CH:17][C:16]([O:19][CH3:20])=[C:15]([O:21][CH3:22])[CH:14]=3)=[O:5])[CH3:2].C([O-])(=O)C.[NH4+:29]. Product: [CH2:1]([O:3][C:4]([C:6]1[CH2:23][N:10]2[CH2:11][CH2:12][C:13]3[C:18]([CH:9]2[CH2:8][C:7]=1[NH2:29])=[CH:17][C:16]([O:19][CH3:20])=[C:15]([O:21][CH3:22])[CH:14]=3)=[O:5])[CH3:2]. The catalyst class is: 5. (2) Reactant: [CH3:1][O:2][C:3]1[CH:19]=[CH:18][C:6]([CH2:7][O:8][C:9]2[CH:14]=[CH:13][CH:12]=[CH:11][C:10]=2[C:15](=O)[CH3:16])=[CH:5][CH:4]=1.[CH:20]([CH:22]1[CH2:27][CH2:26][CH2:25][N:24]([C:28]([O:30][CH2:31][C:32]2[CH:37]=[CH:36][CH:35]=[CH:34][CH:33]=2)=[O:29])[CH2:23]1)=O.[C:38]([CH2:40][C:41]([O:43][C:44]([CH3:47])([CH3:46])[CH3:45])=[O:42])#[N:39].C([O-])(=O)C.[NH4+:52]. Product: [NH2:39][C:38]1[N:52]=[C:15]([C:10]2[CH:11]=[CH:12][CH:13]=[CH:14][C:9]=2[O:8][CH2:7][C:6]2[CH:18]=[CH:19][C:3]([O:2][CH3:1])=[CH:4][CH:5]=2)[CH:16]=[C:20]([CH:22]2[CH2:27][CH2:26][CH2:25][N:24]([C:28]([O:30][CH2:31][C:32]3[CH:37]=[CH:36][CH:35]=[CH:34][CH:33]=3)=[O:29])[CH2:23]2)[C:40]=1[C:41]([O:43][C:44]([CH3:47])([CH3:46])[CH3:45])=[O:42]. The catalyst class is: 57. (3) Reactant: [CH:1]([O:4][C:5]([N:7]1[CH2:12][CH2:11][CH:10]([O:13][C:14]2[CH:19]=[CH:18][N:17]=[C:16](Cl)[CH:15]=2)[CH2:9][CH2:8]1)=[O:6])([CH3:3])[CH3:2].[Br:21]Br.[H-].[Na+].[CH3:25][S:26]([C:29]1[CH:30]=[C:31]2[C:35](=[CH:36][CH:37]=1)[NH:34][CH2:33][CH2:32]2)(=[O:28])=[O:27].[C:38](#[N:40])[CH3:39]. Product: [CH:1]([O:4][C:5]([N:7]1[CH2:12][CH2:11][CH:10]([O:13][C:14]2[C:19]([Br:21])=[CH:18][N:17]=[C:16]([N:34]3[C:35]4[C:31](=[CH:30][C:29]([S:26]([CH3:25])(=[O:28])=[O:27])=[CH:37][CH:36]=4)[CH2:32][CH2:33]3)[CH:15]=2)[CH2:9][CH2:8]1)=[O:6])([CH3:3])[CH3:2].[CH:1]([O:4][C:5]([N:7]1[CH2:8][CH2:9][CH:10]([O:13][C:14]2[C:19]([Br:21])=[C:18]([N:34]3[C:35]4[C:31](=[CH:30][C:29]([S:26]([CH3:25])(=[O:28])=[O:27])=[CH:37][CH:36]=4)[CH2:32][CH2:33]3)[CH:39]=[CH:38][N:40]=2)[CH2:11][CH2:12]1)=[O:6])([CH3:2])[CH3:3]. The catalyst class is: 3. (4) Reactant: [OH-].[Li+].[CH3:3][C:4]([O:7][C:8]([NH:10][C:11]1[CH:19]=[C:18]2[C:14]([CH:15]=[C:16]([C:20]([O:22]C)=[O:21])[NH:17]2)=[CH:13][CH:12]=1)=[O:9])([CH3:6])[CH3:5].C1COCC1.CO. Product: [CH3:6][C:4]([O:7][C:8]([NH:10][C:11]1[CH:19]=[C:18]2[C:14]([CH:15]=[C:16]([C:20]([OH:22])=[O:21])[NH:17]2)=[CH:13][CH:12]=1)=[O:9])([CH3:3])[CH3:5]. The catalyst class is: 6. (5) Reactant: [C:1]([C:3]1[CH:27]=[CH:26][C:6]([O:7][CH2:8][CH2:9][N:10]([CH2:15][CH2:16][N:17]2[CH2:24][CH:23]3[O:25][CH:19]([CH2:20][NH:21][CH2:22]3)[CH2:18]2)[S:11]([CH3:14])(=[O:13])=[O:12])=[CH:5][CH:4]=1)#[N:2].[N:28]1[CH:33]=[CH:32][CH:31]=[C:30]([CH:34]=O)[CH:29]=1.C(O[BH-](OC(=O)C)OC(=O)C)(=O)C.[Na+]. Product: [C:1]([C:3]1[CH:4]=[CH:5][C:6]([O:7][CH2:8][CH2:9][N:10]([CH2:15][CH2:16][N:17]2[CH2:24][CH:23]3[O:25][CH:19]([CH2:20][N:21]([CH2:34][C:30]4[CH:29]=[N:28][CH:33]=[CH:32][CH:31]=4)[CH2:22]3)[CH2:18]2)[S:11]([CH3:14])(=[O:13])=[O:12])=[CH:26][CH:27]=1)#[N:2]. The catalyst class is: 2. (6) Reactant: [N:1]1[CH:6]=[CH:5][CH:4]=[N:3][C:2]=1[NH:7][C:8](=[O:15])OCC(Cl)(Cl)Cl.[C:16]1([C:22]2[N:23]=[C:24]([N:27]3[CH2:32][CH2:31][NH:30][CH2:29][CH2:28]3)[S:25][CH:26]=2)[CH:21]=[CH:20][CH:19]=[CH:18][CH:17]=1.C(N(C(C)C)CC)(C)C.CS(C)=O. Product: [C:16]1([C:22]2[N:23]=[C:24]([N:27]3[CH2:32][CH2:31][N:30]([C:8]([NH:7][C:2]4[N:1]=[CH:6][CH:5]=[CH:4][N:3]=4)=[O:15])[CH2:29][CH2:28]3)[S:25][CH:26]=2)[CH:17]=[CH:18][CH:19]=[CH:20][CH:21]=1. The catalyst class is: 6. (7) Reactant: C(OC([N:11]1[CH2:15][CH2:14][C@H:13]2[N:16]([C:20](=[O:27])[C:21]3[CH:26]=[CH:25][CH:24]=[CH:23][CH:22]=3)[CH2:17][C@H:18]([OH:19])[C@@H:12]12)=O)C1C=CC=CC=1.[H][H]. Product: [OH:19][C@H:18]1[CH2:17][N:16]([C:20]([C:21]2[CH:26]=[CH:25][CH:24]=[CH:23][CH:22]=2)=[O:27])[C@@H:13]2[CH2:14][CH2:15][NH:11][C@H:12]12. The catalyst class is: 63. (8) Reactant: [Cl:1][C:2]1[CH:3]=[C:4]2[C:8](=[CH:9][C:10]=1[Cl:11])[NH:7][C:6](/[CH:12]=[CH:13]/[CH:14]=[C:15](\[O:19][CH3:20])/[C:16]([OH:18])=O)=[CH:5]2.[NH2:21][CH:22]1[CH2:27][C:26]([CH3:29])([CH3:28])[N:25]([CH3:30])[C:24]([CH3:32])([CH3:31])[CH2:23]1.O.ON1C2N=CC=CC=2N=N1.Cl.CN(C)CCCN=C=NCC. Product: [Cl:1][C:2]1[CH:3]=[C:4]2[C:8](=[CH:9][C:10]=1[Cl:11])[NH:7][C:6](/[CH:12]=[CH:13]/[CH:14]=[C:15](\[O:19][CH3:20])/[C:16]([NH:21][CH:22]1[CH2:23][C:24]([CH3:31])([CH3:32])[N:25]([CH3:30])[C:26]([CH3:29])([CH3:28])[CH2:27]1)=[O:18])=[CH:5]2. The catalyst class is: 163.